Dataset: NCI-60 drug combinations with 297,098 pairs across 59 cell lines. Task: Regression. Given two drug SMILES strings and cell line genomic features, predict the synergy score measuring deviation from expected non-interaction effect. (1) Drug 1: C1C(C(OC1N2C=C(C(=O)NC2=O)F)CO)O. Drug 2: CC1CCC2CC(C(=CC=CC=CC(CC(C(=O)C(C(C(=CC(C(=O)CC(OC(=O)C3CCCCN3C(=O)C(=O)C1(O2)O)C(C)CC4CCC(C(C4)OC)OCCO)C)C)O)OC)C)C)C)OC. Cell line: UACC62. Synergy scores: CSS=9.60, Synergy_ZIP=-1.59, Synergy_Bliss=3.40, Synergy_Loewe=-2.27, Synergy_HSA=0.538. (2) Drug 1: CC1OCC2C(O1)C(C(C(O2)OC3C4COC(=O)C4C(C5=CC6=C(C=C35)OCO6)C7=CC(=C(C(=C7)OC)O)OC)O)O. Drug 2: CCC1(CC2CC(C3=C(CCN(C2)C1)C4=CC=CC=C4N3)(C5=C(C=C6C(=C5)C78CCN9C7C(C=CC9)(C(C(C8N6C)(C(=O)OC)O)OC(=O)C)CC)OC)C(=O)OC)O.OS(=O)(=O)O. Cell line: MALME-3M. Synergy scores: CSS=40.6, Synergy_ZIP=-9.39, Synergy_Bliss=-1.88, Synergy_Loewe=-18.1, Synergy_HSA=-0.139. (3) Drug 1: CN(C)N=NC1=C(NC=N1)C(=O)N. Drug 2: CC1CCC2CC(C(=CC=CC=CC(CC(C(=O)C(C(C(=CC(C(=O)CC(OC(=O)C3CCCCN3C(=O)C(=O)C1(O2)O)C(C)CC4CCC(C(C4)OC)O)C)C)O)OC)C)C)C)OC. Cell line: KM12. Synergy scores: CSS=11.0, Synergy_ZIP=-8.03, Synergy_Bliss=-9.54, Synergy_Loewe=-2.66, Synergy_HSA=-2.38. (4) Drug 1: C1CCC(C1)C(CC#N)N2C=C(C=N2)C3=C4C=CNC4=NC=N3. Drug 2: COC1=CC(=CC(=C1O)OC)C2C3C(COC3=O)C(C4=CC5=C(C=C24)OCO5)OC6C(C(C7C(O6)COC(O7)C8=CC=CS8)O)O. Cell line: HT29. Synergy scores: CSS=8.79, Synergy_ZIP=1.63, Synergy_Bliss=-0.249, Synergy_Loewe=-27.8, Synergy_HSA=-4.33. (5) Drug 1: C1=NC2=C(N=C(N=C2N1C3C(C(C(O3)CO)O)O)F)N. Drug 2: CC1C(C(CC(O1)OC2CC(OC(C2O)C)OC3=CC4=CC5=C(C(=O)C(C(C5)C(C(=O)C(C(C)O)O)OC)OC6CC(C(C(O6)C)O)OC7CC(C(C(O7)C)O)OC8CC(C(C(O8)C)O)(C)O)C(=C4C(=C3C)O)O)O)O. Cell line: SK-MEL-28. Synergy scores: CSS=56.9, Synergy_ZIP=-3.46, Synergy_Bliss=-0.686, Synergy_Loewe=-29.9, Synergy_HSA=-1.44. (6) Drug 1: C1=CC(=CC=C1CCC2=CNC3=C2C(=O)NC(=N3)N)C(=O)NC(CCC(=O)O)C(=O)O. Drug 2: CCC(=C(C1=CC=CC=C1)C2=CC=C(C=C2)OCCN(C)C)C3=CC=CC=C3.C(C(=O)O)C(CC(=O)O)(C(=O)O)O. Cell line: HCT-15. Synergy scores: CSS=38.9, Synergy_ZIP=-0.0376, Synergy_Bliss=-0.409, Synergy_Loewe=-25.4, Synergy_HSA=-0.106. (7) Cell line: CCRF-CEM. Drug 2: C1=CN(C=N1)CC(O)(P(=O)(O)O)P(=O)(O)O. Drug 1: C1=CC(=CC=C1C#N)C(C2=CC=C(C=C2)C#N)N3C=NC=N3. Synergy scores: CSS=-20.3, Synergy_ZIP=7.15, Synergy_Bliss=-1.38, Synergy_Loewe=-17.0, Synergy_HSA=-17.3. (8) Drug 1: CCC1=CC2CC(C3=C(CN(C2)C1)C4=CC=CC=C4N3)(C5=C(C=C6C(=C5)C78CCN9C7C(C=CC9)(C(C(C8N6C)(C(=O)OC)O)OC(=O)C)CC)OC)C(=O)OC.C(C(C(=O)O)O)(C(=O)O)O. Drug 2: CNC(=O)C1=NC=CC(=C1)OC2=CC=C(C=C2)NC(=O)NC3=CC(=C(C=C3)Cl)C(F)(F)F. Cell line: MOLT-4. Synergy scores: CSS=96.6, Synergy_ZIP=12.1, Synergy_Bliss=10.9, Synergy_Loewe=3.94, Synergy_HSA=12.6. (9) Drug 2: CNC(=O)C1=NC=CC(=C1)OC2=CC=C(C=C2)NC(=O)NC3=CC(=C(C=C3)Cl)C(F)(F)F. Cell line: OVCAR3. Drug 1: CCC(=C(C1=CC=CC=C1)C2=CC=C(C=C2)OCCN(C)C)C3=CC=CC=C3.C(C(=O)O)C(CC(=O)O)(C(=O)O)O. Synergy scores: CSS=-0.882, Synergy_ZIP=9.78, Synergy_Bliss=7.27, Synergy_Loewe=0.867, Synergy_HSA=0.962.